From a dataset of Catalyst prediction with 721,799 reactions and 888 catalyst types from USPTO. Predict which catalyst facilitates the given reaction. Reactant: [CH2:1]([O:3][C:4](=[O:20])[CH2:5][C:6]([NH:8][C:9]1[C:14]([S:15](=[O:18])(=[O:17])[NH2:16])=[CH:13][C:12]([Br:19])=[CH:11][N:10]=1)=O)[CH3:2].C(N(CC)CC)C.C(OCC)(=O)C. Product: [CH2:1]([O:3][C:4](=[O:20])[CH2:5][C:6]1[NH:8][C:9]2[N:10]=[CH:11][C:12]([Br:19])=[CH:13][C:14]=2[S:15](=[O:18])(=[O:17])[N:16]=1)[CH3:2]. The catalyst class is: 224.